From a dataset of NCI-60 drug combinations with 297,098 pairs across 59 cell lines. Regression. Given two drug SMILES strings and cell line genomic features, predict the synergy score measuring deviation from expected non-interaction effect. (1) Drug 1: CC1=C(N=C(N=C1N)C(CC(=O)N)NCC(C(=O)N)N)C(=O)NC(C(C2=CN=CN2)OC3C(C(C(C(O3)CO)O)O)OC4C(C(C(C(O4)CO)O)OC(=O)N)O)C(=O)NC(C)C(C(C)C(=O)NC(C(C)O)C(=O)NCCC5=NC(=CS5)C6=NC(=CS6)C(=O)NCCC[S+](C)C)O. Drug 2: C1CC(=O)NC(=O)C1N2C(=O)C3=CC=CC=C3C2=O. Cell line: SK-MEL-5. Synergy scores: CSS=27.3, Synergy_ZIP=-0.229, Synergy_Bliss=4.12, Synergy_Loewe=-20.5, Synergy_HSA=1.76. (2) Drug 1: CC1C(C(CC(O1)OC2CC(CC3=C2C(=C4C(=C3O)C(=O)C5=C(C4=O)C(=CC=C5)OC)O)(C(=O)CO)O)N)O. Drug 2: C1CC(C1)(C2=CC=C(C=C2)C3=C(C=C4C(=N3)C=CN5C4=NNC5=O)C6=CC=CC=C6)N. Cell line: OVCAR3. Synergy scores: CSS=64.5, Synergy_ZIP=-5.73, Synergy_Bliss=-5.93, Synergy_Loewe=-0.378, Synergy_HSA=3.22.